From a dataset of Peptide-MHC class I binding affinity with 185,985 pairs from IEDB/IMGT. Regression. Given a peptide amino acid sequence and an MHC pseudo amino acid sequence, predict their binding affinity value. This is MHC class I binding data. (1) The peptide sequence is RMRGAHTNDV. The MHC is HLA-A30:02 with pseudo-sequence HLA-A30:02. The binding affinity (normalized) is 0.550. (2) The peptide sequence is YLAKLFLDH. The MHC is HLA-B18:01 with pseudo-sequence HLA-B18:01. The binding affinity (normalized) is 0.0847. (3) The peptide sequence is KSNGAQQWL. The MHC is HLA-B57:01 with pseudo-sequence HLA-B57:01. The binding affinity (normalized) is 0.290. (4) The peptide sequence is STHMENILK. The MHC is HLA-A69:01 with pseudo-sequence HLA-A69:01. The binding affinity (normalized) is 0.0847. (5) The peptide sequence is FPRGQGVPI. The MHC is HLA-A30:02 with pseudo-sequence HLA-A30:02. The binding affinity (normalized) is 0.00508. (6) The peptide sequence is FETMVFPAV. The binding affinity (normalized) is 0.213. The MHC is HLA-B15:42 with pseudo-sequence HLA-B15:42.